From a dataset of Full USPTO retrosynthesis dataset with 1.9M reactions from patents (1976-2016). Predict the reactants needed to synthesize the given product. (1) The reactants are: [Cl:1][C:2]1[CH:3]=[C:4]([CH:8]=[CH:9][C:10]=1[O:11][C:12]1[CH:17]=[CH:16][CH:15]=[C:14]([F:18])[CH:13]=1)[C:5]([OH:7])=O.ON1C2C=CC=CC=2N=N1.Cl.C(N=C=NCCCN(C)C)C.[Si]([O:48][CH2:49][C:50]1[S:54][C:53]([C:55](=[N:57]O)[NH2:56])=[C:52]([CH2:59][CH3:60])[CH:51]=1)(C(C)(C)C)(C)C.[F-].C([N+](CCCC)(CCCC)CCCC)CCC.O1CCCC1. Given the product [Cl:1][C:2]1[CH:3]=[C:4]([C:5]2[O:7][N:57]=[C:55]([C:53]3[S:54][C:50]([CH2:49][OH:48])=[CH:51][C:52]=3[CH2:59][CH3:60])[N:56]=2)[CH:8]=[CH:9][C:10]=1[O:11][C:12]1[CH:17]=[CH:16][CH:15]=[C:14]([F:18])[CH:13]=1, predict the reactants needed to synthesize it. (2) Given the product [OH:1][CH:2]([C:7]1[O:8][CH:9]=[CH:10][C:11]=1[C:12]([O:14][CH2:15][Si:16]([CH3:19])([CH3:18])[CH3:17])=[O:13])[CH2:3][CH:4]([CH3:6])[CH3:5], predict the reactants needed to synthesize it. The reactants are: [OH:1][CH:2]([C:7]1[O:8][CH:9]=[CH:10][C:11]=1[C:12]([OH:14])=[O:13])[CH2:3][CH:4]([CH3:6])[CH3:5].[CH3:15][Si:16]([CH:19]=[N+]=[N-])([CH3:18])[CH3:17]. (3) Given the product [CH2:1]([O:3][C:4]([C:6]([CH3:7])([O:8][C:9]1[CH:10]=[CH:11][C:12]([CH2:15][CH2:16][CH2:17][C:18]([NH:43][N:42]([CH2:44][C:45]2[CH:46]=[CH:47][C:48]([C:51]([CH3:54])([CH3:53])[CH3:52])=[CH:49][CH:50]=2)[C:40]([NH:39][CH3:38])=[O:41])=[O:20])=[CH:13][CH:14]=1)[CH3:21])=[O:5])[CH3:2], predict the reactants needed to synthesize it. The reactants are: [CH2:1]([O:3][C:4]([C:6]([CH3:21])([O:8][C:9]1[CH:14]=[CH:13][C:12]([CH2:15][CH2:16][CH2:17][C:18]([OH:20])=O)=[CH:11][CH:10]=1)[CH3:7])=[O:5])[CH3:2].C(Cl)(=O)C(Cl)=O.CN(C)C=O.CS(O)(=O)=O.[CH3:38][NH:39][C:40]([N:42]([CH2:44][C:45]1[CH:50]=[CH:49][C:48]([C:51]([CH3:54])([CH3:53])[CH3:52])=[CH:47][CH:46]=1)[NH2:43])=[O:41].N1C=CC=CC=1. (4) Given the product [CH3:1][CH2:2][C@@H:3]([C:5]([O:7][C@@H:8]1[C@@H:13]2[C@@H:14]([CH2:19][CH2:20][C@H:21]3[O:27][C:25](=[O:26])[CH2:24][C@H:23]([OH:28])[CH2:22]3)[C@@H:15]([CH3:18])[CH:16]=[CH:17][C:12]2=[CH:11][C@H:10]([CH3:29])[CH2:9]1)=[O:6])[CH3:4].[CH2:30]([NH-:37])[C:31]1[CH:36]=[CH:35][CH:34]=[CH:33][CH:32]=1, predict the reactants needed to synthesize it. The reactants are: [CH3:1][CH2:2][C@@H:3]([C:5]([O:7][C@@H:8]1[C@@H:13]2[C@@H:14]([CH2:19][CH2:20][C@H:21]3[O:27][C:25](=[O:26])[CH2:24][C@H:23]([OH:28])[CH2:22]3)[C@@H:15]([CH3:18])[CH:16]=[CH:17][C:12]2=[CH:11][C@H:10]([CH3:29])[CH2:9]1)=[O:6])[CH3:4].[CH2:30]([NH2:37])[C:31]1[CH:36]=[CH:35][CH:34]=[CH:33][CH:32]=1.